Dataset: Forward reaction prediction with 1.9M reactions from USPTO patents (1976-2016). Task: Predict the product of the given reaction. (1) Given the reactants [CH3:1][C:2]1[N:7]=[CH:6][C:5]([OH:8])=[CH:4][CH:3]=1.[N+](C1C=C(S(O[CH2:22][C@@H:23]2[CH2:25][O:24]2)(=O)=O)C=CC=1)([O-])=O, predict the reaction product. The product is: [CH3:1][C:2]1[CH:3]=[CH:4][C:5]([O:8][CH2:22][CH:23]2[CH2:25][O:24]2)=[CH:6][N:7]=1. (2) Given the reactants [C:9](O[C:9]([O:11][C:12]([CH3:15])([CH3:14])[CH3:13])=[O:10])([O:11][C:12]([CH3:15])([CH3:14])[CH3:13])=[O:10].[NH:16]1[C:24]2[CH:23]=[CH:22][CH:21]=[C:20]([C:25]([O:27][CH3:28])=[O:26])[C:19]=2[CH:18]=[CH:17]1, predict the reaction product. The product is: [N:16]1([C:9]([O:11][C:12]([CH3:13])([CH3:14])[CH3:15])=[O:10])[C:24]2[CH:23]=[CH:22][CH:21]=[C:20]([C:25]([O:27][CH3:28])=[O:26])[C:19]=2[CH:18]=[CH:17]1. (3) Given the reactants [C:1]1([C:7]([C@H:9]2[CH2:13][N:12]([C@@H:14]([C:16]3[CH:21]=[CH:20][CH:19]=[CH:18][CH:17]=3)[CH3:15])[C:11](=[O:22])[CH2:10]2)=[O:8])[CH:6]=[CH:5][CH:4]=[CH:3][CH:2]=1.[BH4-].[Na+].C(O)(=O)CC(CC(O)=O)(C(O)=O)O, predict the reaction product. The product is: [OH:8][CH:7]([C@H:9]1[CH2:13][N:12]([C@@H:14]([C:16]2[CH:21]=[CH:20][CH:19]=[CH:18][CH:17]=2)[CH3:15])[C:11](=[O:22])[CH2:10]1)[C:1]1[CH:2]=[CH:3][CH:4]=[CH:5][CH:6]=1. (4) The product is: [F:8][C:6]1[CH:5]=[C:4]([S:9]([C:14]2[CH:22]=[CH:21][C:20]3[N:19]([CH3:23])[C:18]4[CH2:24][CH:25]5[NH:29][CH:28]([C:17]=4[C:16]=3[C:15]=2[C:30]([O:32][C:33]([CH3:36])([CH3:35])[CH3:34])=[O:31])[CH2:27][CH2:26]5)(=[O:11])=[O:10])[CH:3]=[C:2]([F:1])[CH:7]=1. Given the reactants [F:1][C:2]1[CH:3]=[C:4]([S:9]([O-:11])=[O:10])[CH:5]=[C:6]([F:8])[CH:7]=1.[Na+].Br[C:14]1[CH:22]=[CH:21][C:20]2[N:19]([CH3:23])[C:18]3[CH2:24][CH:25]4[NH:29][CH:28]([C:17]=3[C:16]=2[C:15]=1[C:30]([O:32][C:33]([CH3:36])([CH3:35])[CH3:34])=[O:31])[CH2:27][CH2:26]4, predict the reaction product. (5) The product is: [CH2:15]([N:14]1[C:22]2[C:23](=[O:36])[N:24]([CH2:33][CH2:34][CH3:35])[C:25](=[O:32])[N:26]([CH2:29][CH2:30][CH3:31])[C:27]=2[N:28]=[C:13]1[C:8]12[CH2:7][CH2:6][C:5]([C:3]([OH:2])=[O:4])([CH2:12][CH2:11]1)[CH2:10][CH2:9]2)[C:16]1[CH:21]=[CH:20][CH:19]=[CH:18][CH:17]=1. Given the reactants C[O:2][C:3]([C:5]12[CH2:12][CH2:11][C:8]([C:13](=O)[N:14]([C:22]3[C:23](=[O:36])[N:24]([CH2:33][CH2:34][CH3:35])[C:25](=[O:32])[N:26]([CH2:29][CH2:30][CH3:31])[C:27]=3[NH2:28])[CH2:15][C:16]3[CH:21]=[CH:20][CH:19]=[CH:18][CH:17]=3)([CH2:9][CH2:10]1)[CH2:7][CH2:6]2)=[O:4].[OH-].[K+], predict the reaction product. (6) Given the reactants Br[C:2]1[CH:15]=[CH:14][C:5]([O:6][CH2:7][CH2:8][N:9]2[CH2:13][CH2:12][CH2:11][CH2:10]2)=[CH:4][CH:3]=1.[Li][CH2:17][CH2:18][CH2:19][CH3:20].[NH4+:21].[Cl-], predict the reaction product. The product is: [O:6]([CH2:7][CH2:8][N:9]1[CH2:13][CH2:12][CH2:11][CH2:10]1)[C:5]1[CH:14]=[CH:15][CH:2]=[CH:3][CH:4]=1.[N:9]1([CH2:8][CH2:7][O:6][C:5]2[CH:14]=[CH:15][C:2]([C:17]3[NH:21][C:20]4[C:19]([C:18]=3[C:2]3[CH:3]=[CH:4][C:5]([OH:6])=[CH:14][CH:15]=3)=[CH:10][CH:11]=[CH:12][CH:13]=4)=[CH:3][CH:4]=2)[CH2:13][CH2:12][CH2:11][CH2:10]1. (7) Given the reactants C(OC([NH:8][C:9]1[CH2:10][C:11]([C:31](=[O:47])[N:32]([CH2:36][CH2:37][CH2:38][O:39][Si](C(C)(C)C)(C)C)[CH2:33][CH2:34][CH3:35])=[CH:12][C:13]2[CH:19]=[CH:18][C:17]([C:20]3[CH:30]=[CH:29][C:23]([C:24]([O:26][CH2:27][CH3:28])=[O:25])=[CH:22][CH:21]=3)=[CH:16][C:14]=2[N:15]=1)=O)(C)(C)C, predict the reaction product. The product is: [NH2:8][C:9]1[CH2:10][C:11]([C:31](=[O:47])[N:32]([CH2:36][CH2:37][CH2:38][OH:39])[CH2:33][CH2:34][CH3:35])=[CH:12][C:13]2[CH:19]=[CH:18][C:17]([C:20]3[CH:30]=[CH:29][C:23]([C:24]([O:26][CH2:27][CH3:28])=[O:25])=[CH:22][CH:21]=3)=[CH:16][C:14]=2[N:15]=1.